Dataset: Peptide-MHC class II binding affinity with 134,281 pairs from IEDB. Task: Regression. Given a peptide amino acid sequence and an MHC pseudo amino acid sequence, predict their binding affinity value. This is MHC class II binding data. The peptide sequence is VLAIVALVVATIIAI. The MHC is DRB1_1201 with pseudo-sequence DRB1_1201. The binding affinity (normalized) is 0.355.